Dataset: Reaction yield outcomes from USPTO patents with 853,638 reactions. Task: Predict the reaction yield, written as a fraction of the theoretical maximum amount of product (1.0 means a 100% yield; for example, 0.34 means a 34% yield). (1) The reactants are [OH-].[Li+].[CH3:3][C:4]1[C:13]2[C:8](=[CH:9][C:10]([CH3:14])=[CH:11][CH:12]=2)[C:7]([N:15]2[CH:19]=[N:18][N:17]=[C:16]2[S:20][CH2:21][C:22]([O:24]CC)=[O:23])=[CH:6][CH:5]=1. The catalyst is C1COCC1.C(O)C.O. The product is [CH3:3][C:4]1[C:13]2[C:8](=[CH:9][C:10]([CH3:14])=[CH:11][CH:12]=2)[C:7]([N:15]2[CH:19]=[N:18][N:17]=[C:16]2[S:20][CH2:21][C:22]([OH:24])=[O:23])=[CH:6][CH:5]=1. The yield is 0.940. (2) The reactants are C([SiH2][O:6][C:7](C)(C)[C:8]1[CH:9]=[C:10]([CH:20]=[CH:21][C:22]=1[Cl:23])[CH2:11][N:12]([CH2:16][CH:17]1[CH2:19][CH2:18]1)[C:13](=[O:15])[OH:14])(C)(C)C. The catalyst is CC#N.O=[Mn]=O. The product is [C:8]([O:14][C:13](=[O:15])[N:12]([CH2:11][C:10]1[CH:20]=[CH:21][C:22]([Cl:23])=[C:8]([CH:7]=[O:6])[CH:9]=1)[CH2:16][CH:17]1[CH2:18][CH2:19]1)([CH3:9])([CH3:22])[CH3:7]. The yield is 1.00. (3) The reactants are C([O:8][CH2:9][CH2:10][NH:11][CH2:12][C@@H:13]([NH:29][C:30]([C:32]1[S:48][C:35]2=[N:36][C:37]3[CH2:38][CH2:39][C@@H:40]([C:44]([CH3:47])([CH3:46])[CH3:45])[CH2:41][C:42]=3[CH:43]=[C:34]2[CH:33]=1)=[O:31])[C:14]1[CH:19]=[CH:18][CH:17]=[C:16]([NH:20][C:21]([C:23]2[CH:27]=[C:26]([CH3:28])[O:25][N:24]=2)=[O:22])[CH:15]=1)C1C=CC=CC=1.CS(O)(=O)=O.[OH-].[Na+]. The catalyst is C(Cl)(Cl)Cl.CO.C(Cl)Cl. The product is [OH:8][CH2:9][CH2:10][NH:11][CH2:12][C@@H:13]([NH:29][C:30]([C:32]1[S:48][C:35]2=[N:36][C:37]3[CH2:38][CH2:39][C@@H:40]([C:44]([CH3:46])([CH3:45])[CH3:47])[CH2:41][C:42]=3[CH:43]=[C:34]2[CH:33]=1)=[O:31])[C:14]1[CH:19]=[CH:18][CH:17]=[C:16]([NH:20][C:21]([C:23]2[CH:27]=[C:26]([CH3:28])[O:25][N:24]=2)=[O:22])[CH:15]=1. The yield is 0.260. (4) The reactants are [OH-].[Na+].[C:3]([C:6]1[CH:11]=[CH:10][C:9]([N+:12]([O-:14])=[O:13])=[CH:8][C:7]=1[CH:15](C(OC)=O)[C:16]([O:18]C)=[O:17])([OH:5])=[O:4]. The catalyst is O.CO.C(OCC)(=O)C. The product is [C:16]([CH2:15][C:7]1[CH:8]=[C:9]([N+:12]([O-:14])=[O:13])[CH:10]=[CH:11][C:6]=1[C:3]([OH:5])=[O:4])([OH:18])=[O:17]. The yield is 0.230. (5) The reactants are [O:1]1[CH2:6][CH2:5][N:4]([C:7](=O)[CH2:8][C@@H:9]([NH:18][C:19]2[CH:24]=[CH:23][C:22]([S:25]([NH2:28])(=[O:27])=[O:26])=[CH:21][C:20]=2[N+:29]([O-:31])=[O:30])[CH2:10][S:11][C:12]2[CH:17]=[CH:16][CH:15]=[CH:14][CH:13]=2)[CH2:3][CH2:2]1.B.C1COCC1.Cl.C([O-])([O-])=O.[Na+].[Na+]. The catalyst is CCOC(C)=O.CO. The product is [O:1]1[CH2:6][CH2:5][N:4]([CH2:7][CH2:8][C@@H:9]([NH:18][C:19]2[CH:24]=[CH:23][C:22]([S:25]([NH2:28])(=[O:26])=[O:27])=[CH:21][C:20]=2[N+:29]([O-:31])=[O:30])[CH2:10][S:11][C:12]2[CH:13]=[CH:14][CH:15]=[CH:16][CH:17]=2)[CH2:3][CH2:2]1. The yield is 0.800. (6) The reactants are N(/C(OC(C)C)=O)=N\C(OC(C)C)=O.C1(P(C2C=CC=CC=2)C2C=CC=CC=2)C=CC=CC=1.[F:34][C:35]1[C:44]([CH2:45]O)=[C:43]([F:47])[CH:42]=[C:41]2[C:36]=1[CH:37]=[CH:38][CH:39]=[N:40]2.[C:48]1(=[O:58])[C:56]2[C:51](=[CH:52][CH:53]=[CH:54][CH:55]=2)[C:50](=[O:57])[NH:49]1. The catalyst is C1COCC1. The product is [F:34][C:35]1[C:44]([CH2:45][N:49]2[C:50](=[O:57])[C:51]3[C:56](=[CH:55][CH:54]=[CH:53][CH:52]=3)[C:48]2=[O:58])=[C:43]([F:47])[CH:42]=[C:41]2[C:36]=1[CH:37]=[CH:38][CH:39]=[N:40]2. The yield is 0.810.